This data is from Full USPTO retrosynthesis dataset with 1.9M reactions from patents (1976-2016). The task is: Predict the reactants needed to synthesize the given product. (1) Given the product [F:1][C:2]1[CH:7]=[CH:6][CH:5]=[CH:4][C:3]=1[O:8][CH2:11][CH2:10][C:9]#[N:12], predict the reactants needed to synthesize it. The reactants are: [F:1][C:2]1[CH:7]=[CH:6][CH:5]=[CH:4][C:3]=1[OH:8].[C:9](#[N:12])[CH:10]=[CH2:11].[OH-].C([N+](C)(C)C)C1C=CC=CC=1.Cl. (2) Given the product [CH3:21][C:22]([NH:23][C:12]([C:10]1[CH:9]=[CH:8][C:7]([CH:15]2[CH2:20][CH2:19][O:18][CH2:17][CH2:16]2)=[C:6]([O:5][CH2:4][CH:1]2[CH2:2][CH2:3]2)[N:11]=1)=[O:14])([C:24]1[S:25][CH:26]=[CH:27][N:28]=1)[CH3:29], predict the reactants needed to synthesize it. The reactants are: [CH:1]1([CH2:4][O:5][C:6]2[N:11]=[C:10]([C:12]([OH:14])=O)[CH:9]=[CH:8][C:7]=2[CH:15]2[CH2:20][CH2:19][O:18][CH2:17][CH2:16]2)[CH2:3][CH2:2]1.[CH3:21][C:22]([CH3:29])([C:24]1[S:25][CH:26]=[CH:27][N:28]=1)[NH2:23]. (3) Given the product [NH2:13][C:4]1[N:3]2[CH:15]=[C:16]([CH2:17][CH2:18][CH3:19])[N:1]=[C:2]2[C:7]([C:8]([O:10][CH3:11])=[O:9])=[CH:6][C:5]=1[Cl:12], predict the reactants needed to synthesize it. The reactants are: [NH2:1][C:2]1[C:7]([C:8]([O:10][CH3:11])=[O:9])=[CH:6][C:5]([Cl:12])=[C:4]([NH2:13])[N:3]=1.Cl[CH2:15][C:16](=O)[CH2:17][CH2:18][CH3:19].[I-].[Na+]. (4) Given the product [CH3:1][C:2]1[C:15]2[N:14]([CH2:16][CH2:17][CH2:18][NH:19][CH2:22][C:23]3[CH:28]=[CH:27][CH:26]=[CH:25][CH:24]=3)[C:13]3[C:8](=[CH:9][CH:10]=[CH:11][CH:12]=3)[S:7](=[O:20])[C:6]=2[CH:5]=[CH:4][C:3]=1[CH3:21], predict the reactants needed to synthesize it. The reactants are: [CH3:1][C:2]1[C:15]2[N:14]([CH2:16][CH2:17][CH2:18][NH2:19])[C:13]3[C:8](=[CH:9][CH:10]=[CH:11][CH:12]=3)[S:7](=[O:20])[C:6]=2[CH:5]=[CH:4][C:3]=1[CH3:21].[CH:22](=O)[C:23]1[CH:28]=[CH:27][CH:26]=[CH:25][CH:24]=1.O.